This data is from Reaction yield outcomes from USPTO patents with 853,638 reactions. The task is: Predict the reaction yield, written as a fraction of the theoretical maximum amount of product (1.0 means a 100% yield; for example, 0.34 means a 34% yield). (1) The reactants are [CH2:1](Br)[C:2]1[CH:7]=[CH:6][CH:5]=[CH:4][CH:3]=1.Br[C:10]1[C:11](=[O:16])[NH:12][CH:13]=[CH:14][CH:15]=1. The catalyst is C1C=CC=CC=1.C(=O)([O-])[O-].[Ag+2]. The product is [CH2:1]([O:16][C:11]1[CH:10]=[CH:15][CH:14]=[CH:13][N:12]=1)[C:2]1[CH:7]=[CH:6][CH:5]=[CH:4][CH:3]=1. The yield is 0.440. (2) The reactants are [C:1]([N:8]1[CH2:12][C@@H:11]([NH:13][CH:14]2[CH2:19][CH2:18][C:17]([F:21])([F:20])[CH2:16][CH2:15]2)[CH2:10][C@H:9]1[C:22]([O:24][CH3:25])=[O:23])([O:3][C:4]([CH3:7])([CH3:6])[CH3:5])=[O:2].[C:26](Cl)(=[O:31])[C:27]([CH3:30])([CH3:29])[CH3:28]. The catalyst is ClCCCl.CN(C1C=CN=CC=1)C. The product is [C:1]([N:8]1[CH2:12][C@@H:11]([N:13]([CH:14]2[CH2:19][CH2:18][C:17]([F:20])([F:21])[CH2:16][CH2:15]2)[C:26](=[O:31])[C:27]([CH3:30])([CH3:29])[CH3:28])[CH2:10][C@H:9]1[C:22]([O:24][CH3:25])=[O:23])([O:3][C:4]([CH3:7])([CH3:6])[CH3:5])=[O:2]. The yield is 0.820. (3) The reactants are [CH:1]1([O:5][C:6]2[C:15](B3OC(C)(C)C(C)(C)O3)=[CH:14][CH:13]=[C:12]3[C:7]=2[CH2:8][CH2:9][C@H:10]([CH3:29])[N:11]3[C:25]([O:27][CH3:28])=[O:26])[CH2:4][CH2:3][CH2:2]1.Br[C:31]1[N:32]=[C:33]([N:36]2[CH2:41][CH2:40][N:39]([C:42]([O:44][C:45]([CH3:48])([CH3:47])[CH3:46])=[O:43])[CH2:38][CH2:37]2)[S:34][CH:35]=1.C(=O)([O-])[O-].[Na+].[Na+].O1CCOCC1. The catalyst is C1C=CC(P(C2C=CC=CC=2)[C-]2C=CC=C2)=CC=1.C1C=CC(P(C2C=CC=CC=2)[C-]2C=CC=C2)=CC=1.Cl[Pd]Cl.[Fe+2].ClCCl.O. The product is [C:45]([O:44][C:42]([N:39]1[CH2:40][CH2:41][N:36]([C:33]2[S:34][CH:35]=[C:31]([C:15]3[C:6]([O:5][CH:1]4[CH2:2][CH2:3][CH2:4]4)=[C:7]4[C:12](=[CH:13][CH:14]=3)[N:11]([C:25]([O:27][CH3:28])=[O:26])[C@@H:10]([CH3:29])[CH2:9][CH2:8]4)[N:32]=2)[CH2:37][CH2:38]1)=[O:43])([CH3:48])([CH3:46])[CH3:47]. The yield is 0.640. (4) The reactants are [H-].[Na+].[CH3:3][CH2:4][O:5][C:6]([CH:8](P(OCC)(OCC)=O)[CH3:9])=[O:7].[CH3:18][O:19][C:20]1[CH:21]=[C:22]2[C:27](=[CH:28][C:29]=1[O:30][CH3:31])[N:26]=[CH:25][CH:24]=[C:23]2[O:32][C:33]1[CH:40]=[CH:39][C:38]([O:41][CH3:42])=[CH:37][C:34]=1[CH:35]=O.O. The catalyst is O1CCCC1. The product is [CH3:18][O:19][C:20]1[CH:21]=[C:22]2[C:27](=[CH:28][C:29]=1[O:30][CH3:31])[N:26]=[CH:25][CH:24]=[C:23]2[O:32][C:33]1[CH:40]=[CH:39][C:38]([O:41][CH3:42])=[CH:37][C:34]=1/[CH:35]=[C:8](\[CH3:9])/[C:6]([O:5][CH2:4][CH3:3])=[O:7]. The yield is 0.500. (5) The product is [CH2:33]([S:35]([N:28]1[CH2:29][C@@H:30]2[CH2:31][N:24]([C:19]3[CH:20]=[CH:21][CH:22]=[C:23]4[C:18]=3[CH:17]=[N:16][N:15]4[C:10]3[CH:11]=[CH:12][CH:13]=[CH:14][C:9]=3[F:8])[C:25](=[O:32])[C@@H:26]2[CH2:27]1)(=[O:37])=[O:36])[CH3:34]. The catalyst is C(Cl)Cl. The reactants are C(N(CC)CC)C.[F:8][C:9]1[CH:14]=[CH:13][CH:12]=[CH:11][C:10]=1[N:15]1[C:23]2[C:18](=[C:19]([N:24]3[CH2:31][C@@H:30]4[C@@H:26]([CH2:27][NH:28][CH2:29]4)[C:25]3=[O:32])[CH:20]=[CH:21][CH:22]=2)[CH:17]=[N:16]1.[CH2:33]([S:35](Cl)(=[O:37])=[O:36])[CH3:34]. The yield is 0.700. (6) The reactants are [Cl:1][C:2]1[CH:24]=[N:23][C:5]2[N:6](COCC[Si](C)(C)C)[C:7]3[CH:12]=[N:11][C:10]([C:13]#[N:14])=[CH:9][C:8]=3[C:4]=2[C:3]=1[N:25]1[CH2:29][CH2:28][C@H:27]([N:30]([CH2:38][CH3:39])C(=O)OC(C)(C)C)[CH2:26]1.Br.[OH-].[Na+].Cl. The catalyst is O1CCOCC1. The product is [Cl:1][C:2]1[CH:24]=[N:23][C:5]2[NH:6][C:7]3[CH:12]=[N:11][C:10]([C:13]#[N:14])=[CH:9][C:8]=3[C:4]=2[C:3]=1[N:25]1[CH2:29][CH2:28][C@H:27]([NH:30][CH2:38][CH3:39])[CH2:26]1. The yield is 0.600. (7) The reactants are C([P:3]([C:6]1[CH:11]=[CH:10][CH:9]=[CH:8][CH:7]=1)(=[O:5])[O-:4])C.C(N([CH2:17][CH3:18])CC)C.[C:19]([OH:23])(=[O:22])[CH:20]=[O:21].[C:24]1(C)C=CC=C[CH:25]=1. No catalyst specified. The product is [CH2:24]([O:22][C:19](=[O:23])[CH:20]([P:3]([O:5][CH2:17][CH3:18])([C:6]1[CH:7]=[CH:8][CH:9]=[CH:10][CH:11]=1)=[O:4])[OH:21])[CH3:25]. The yield is 0.480. (8) The reactants are [CH2:1]([C:3]1([CH2:22]C)[C:15]2[CH:14]=[C:13]([N+:16]([O-])=O)[CH:12]=[CH:11][C:10]=2[C:9]2[C:4]1=[CH:5][C:6]([N+:19]([O-])=O)=[CH:7][CH:8]=2)C.O.NN. The catalyst is CN(C=O)C. The product is [CH3:1][C:3]1([CH3:22])[C:4]2[CH:5]=[C:6]([NH2:19])[CH:7]=[CH:8][C:9]=2[C:10]2[C:15]1=[CH:14][C:13]([NH2:16])=[CH:12][CH:11]=2. The yield is 0.980. (9) The reactants are C(=O)([O-])[O-].[Cs+].[Cs+].[NH2:7][C:8]1[CH:9]=[CH:10][C:11]([N:19]2[CH2:24][CH2:23][N:22]([CH:25]([CH3:27])[CH3:26])[CH2:21][CH2:20]2)=[C:12]2[C:16]=1[C:15](=[O:17])[N:14]([CH3:18])[CH2:13]2.[Cl:28][C:29]1[CH:34]=[C:33](I)[C:32]([F:36])=[CH:31][N:30]=1. The catalyst is O1CCOCC1.C([O-])(=O)C.[Pd+2].C([O-])(=O)C.CC1(C)C2C=CC=C(P(C3C=CC=CC=3)C3C=CC=CC=3)C=2OC2C1=CC=CC=2P(C1C=CC=CC=1)C1C=CC=CC=1. The product is [Cl:28][C:29]1[CH:34]=[C:33]([NH:7][C:8]2[CH:9]=[CH:10][C:11]([N:19]3[CH2:20][CH2:21][N:22]([CH:25]([CH3:27])[CH3:26])[CH2:23][CH2:24]3)=[C:12]3[C:16]=2[C:15](=[O:17])[N:14]([CH3:18])[CH2:13]3)[C:32]([F:36])=[CH:31][N:30]=1. The yield is 0.700.